From a dataset of Reaction yield outcomes from USPTO patents with 853,638 reactions. Predict the reaction yield, written as a fraction of the theoretical maximum amount of product (1.0 means a 100% yield; for example, 0.34 means a 34% yield). (1) The reactants are F[C:2]1[CH:8]=[CH:7][C:5]([NH2:6])=[CH:4][CH:3]=1.C[Al](C)C.[CH3:13][S:14]([C:17]1[CH:24]=[CH:23][C:20]([C:21]#[N:22])=[CH:19][CH:18]=1)(=[O:16])=[O:15].C(Cl)[Cl:26]. The catalyst is C1(C)C=CC=CC=1.C(Cl)(Cl)Cl. The product is [CH3:13][S:14]([C:17]1[CH:24]=[CH:23][C:20]([C:21](=[NH:22])[NH:6][C:5]2[CH:7]=[CH:8][C:2]([Cl:26])=[CH:3][CH:4]=2)=[CH:19][CH:18]=1)(=[O:15])=[O:16]. The yield is 0.350. (2) The reactants are Cl.[O:2]=[C:3]([NH:13][C:14]1[CH:19]=[CH:18][CH:17]=[C:16]([C:20]([F:23])([F:22])[F:21])[CH:15]=1)[CH2:4][NH:5][C:6]([C@@H:8]1[CH2:12][CH2:11][NH:10][CH2:9]1)=[O:7].O=[C:25]1[CH2:30][CH2:29][N:28]([C:31]2[CH:40]=[CH:39][C:34]([C:35]([O:37][CH3:38])=[O:36])=[CH:33][CH:32]=2)[CH2:27][CH2:26]1.[BH3-]C#N.[Na+]. The catalyst is CO. The product is [CH3:38][O:37][C:35](=[O:36])[C:34]1[CH:33]=[CH:32][C:31]([N:28]2[CH2:29][CH2:30][CH:25]([N:10]3[CH2:11][CH2:12][C@@H:8]([C:6]([NH:5][CH2:4][C:3](=[O:2])[NH:13][C:14]4[CH:19]=[CH:18][CH:17]=[C:16]([C:20]([F:23])([F:21])[F:22])[CH:15]=4)=[O:7])[CH2:9]3)[CH2:26][CH2:27]2)=[CH:40][CH:39]=1. The yield is 0.450.